This data is from Catalyst prediction with 721,799 reactions and 888 catalyst types from USPTO. The task is: Predict which catalyst facilitates the given reaction. Reactant: N1C=CC=CC=1.[OH:7][C:8]1[C:13]2[CH:14]=[CH:15][CH:16]=[CH:17][C:12]=2[S:11](=[O:19])(=[O:18])[N:10]([CH3:20])[C:9]=1[C:21]([O:23][CH3:24])=[O:22].[C:25](Cl)(=[O:27])[CH3:26]. Product: [C:25]([O:7][C:8]1[C:13]2[CH:14]=[CH:15][CH:16]=[CH:17][C:12]=2[S:11](=[O:18])(=[O:19])[N:10]([CH3:20])[C:9]=1[C:21]([O:23][CH3:24])=[O:22])(=[O:27])[CH3:26]. The catalyst class is: 28.